From a dataset of Catalyst prediction with 721,799 reactions and 888 catalyst types from USPTO. Predict which catalyst facilitates the given reaction. (1) Reactant: [Cl:1][C:2]1[N:6]([CH3:7])[N:5]=[C:4]([C:8]2[CH:13]=[CH:12][CH:11]=[CH:10][N:9]=2)[C:3]=1/[C:14](/[C:21]1[CH:26]=[CH:25][C:24]([Cl:27])=[CH:23][C:22]=1[CH3:28])=[CH:15]\[CH2:16][C:17]([O:19]C)=[O:18].[OH-].[Na+]. Product: [Cl:1][C:2]1[N:6]([CH3:7])[N:5]=[C:4]([C:8]2[CH:13]=[CH:12][CH:11]=[CH:10][N:9]=2)[C:3]=1/[C:14](/[C:21]1[CH:26]=[CH:25][C:24]([Cl:27])=[CH:23][C:22]=1[CH3:28])=[CH:15]\[CH2:16][C:17]([OH:19])=[O:18]. The catalyst class is: 12. (2) Reactant: Br[C:2]1[C:7]([CH:8]=[O:9])=[CH:6][N:5]=[CH:4][CH:3]=1.[C:10]1(B(O)O)[CH:15]=[CH:14][CH:13]=[CH:12][CH:11]=1.C([O-])([O-])=O.[Na+].[Na+].O. Product: [C:10]1([C:2]2[C:7]([CH:8]=[O:9])=[CH:6][N:5]=[CH:4][CH:3]=2)[CH:15]=[CH:14][CH:13]=[CH:12][CH:11]=1. The catalyst class is: 755. (3) Reactant: C(OC(=O)[NH:7][C:8]1[CH:13]=[C:12]([CH3:14])[C:11]([N:15]([CH3:19])[CH2:16][CH2:17][CH3:18])=[CH:10][C:9]=1[NH:20][C:21](=O)[CH2:22][C:23]([C:25]1C=C[CH:28]=[C:27]([C:31]#[N:32])[CH:26]=1)=O)(C)(C)C.[C:35](O)([C:37](F)(F)F)=[O:36]. Product: [CH3:14][C:12]1[C:11]([N:15]([CH3:19])[CH2:16][CH2:17][CH3:18])=[CH:10][C:9]2[N:20]=[C:21]([C:22]3[CH:28]=[C:27]([CH:26]=[CH:25][CH:23]=3)[C:31]#[N:32])[CH2:37][C:35](=[O:36])[NH:7][C:8]=2[CH:13]=1. The catalyst class is: 2. (4) Reactant: COC1C=CC(C(Cl)=O)=CC=1.[CH3:12][O:13][C:14]1[CH:15]=[C:16]2[C:21](=[CH:22][C:23]=1[O:24][CH3:25])[N:20]=[CH:19][N:18]=[C:17]2[O:26][C:27]1[CH:33]=[CH:32][C:30]([NH2:31])=[CH:29][CH:28]=1.[CH3:34][O:35][C:36]1[CH:41]=[CH:40][C:39]([C:42]([N:44]=[C:45]=[S:46])=[O:43])=[CH:38][CH:37]=1. Product: [CH3:34][O:35][C:36]1[CH:37]=[CH:38][C:39]([C:42]([N:44]=[C:45]=[S:46])=[O:43])=[CH:40][CH:41]=1.[CH3:12][O:13][C:14]1[CH:15]=[C:16]2[C:21](=[CH:22][C:23]=1[O:24][CH3:25])[N:20]=[CH:19][N:18]=[C:17]2[O:26][C:27]1[CH:33]=[CH:32][C:30]([NH:31][C:45]([NH:44][C:42](=[O:43])[C:39]2[CH:40]=[CH:41][C:36]([O:35][CH3:34])=[CH:37][CH:38]=2)=[S:46])=[CH:29][CH:28]=1. The catalyst class is: 234. (5) Reactant: C[O:2][C:3](=[O:16])[C:4]1[CH:9]=[CH:8][CH:7]=[CH:6][C:5]=1[NH:10][C:11](=[O:15])[CH:12]([Cl:14])[CH3:13].[Li+].[OH-].O.Cl. Product: [Cl:14][CH:12]([CH3:13])[C:11]([NH:10][C:5]1[CH:6]=[CH:7][CH:8]=[CH:9][C:4]=1[C:3]([OH:16])=[O:2])=[O:15]. The catalyst class is: 49.